Dataset: Full USPTO retrosynthesis dataset with 1.9M reactions from patents (1976-2016). Task: Predict the reactants needed to synthesize the given product. (1) Given the product [CH2:51]([O:50][C:44](=[O:49])[CH2:45][C:26]([C@@H:25]1[CH2:29][CH2:30][CH2:31][N:24]1[C:14]([O:16][CH2:17][C:18]1[CH:19]=[CH:20][CH:21]=[CH:22][CH:23]=1)=[O:15])=[O:28])[CH3:52], predict the reactants needed to synthesize it. The reactants are: [Mg+2].[Cl-].[Cl-].C(O)(=O)CC(O)=O.C([K])C.[C:14]([N:24]1[CH2:31][CH2:30][CH2:29][C@H:25]1[C:26]([OH:28])=O)([O:16][CH2:17][C:18]1[CH:23]=[CH:22][CH:21]=[CH:20][CH:19]=1)=[O:15].C1N=CN(C(N2C=NC=C2)=O)C=1.[C:44]([O:50][CH2:51][CH3:52])(=[O:49])[CH2:45]C([O-])=O.Cl. (2) Given the product [CH3:3][O:4][C:5](=[O:21])[C:6]1[CH:11]=[CH:10][CH:9]=[CH:8][C:7]=1[CH:12]=[C:41]1[CH2:42][CH2:43][N:38]([CH3:37])[CH2:39][CH2:40]1, predict the reactants needed to synthesize it. The reactants are: [H-].[Na+].[CH3:3][O:4][C:5](=[O:21])[C:6]1[CH:11]=[CH:10][CH:9]=[CH:8][C:7]=1[CH2:12]P(OCC)(OCC)=O.C1OCCOCCOCCOCCOC1.[CH3:37][N:38]1[CH2:43][CH2:42][C:41](=O)[CH2:40][CH2:39]1. (3) The reactants are: C([O:4][C:5](=[O:19])[CH:6]([OH:18])[CH:7]([CH2:14][CH:15]([CH3:17])[CH3:16])[C:8]([O:10]C(C)C)=[O:9])(C)C.[OH-].[Na+].O1CCOCC1.[OH-].[K+]. Given the product [OH:18][C@H:6]([CH:7]([CH2:14][CH:15]([CH3:17])[CH3:16])[C:8]([OH:10])=[O:9])[C:5]([OH:19])=[O:4], predict the reactants needed to synthesize it. (4) The reactants are: [CH3:1][C:2]1([C:5](=[O:7])[CH3:6])[CH2:4][CH2:3]1.Br[Mg][C:10]#[CH:11]. Given the product [CH3:1][C:2]1([C:5]([OH:7])([C:10]#[CH:11])[CH3:6])[CH2:4][CH2:3]1, predict the reactants needed to synthesize it. (5) Given the product [Cl:44][C:45]1[CH:52]=[CH:51][C:48]([CH2:49][NH:50][C:19](=[O:21])[CH2:18][N:11]2[C:12]3[C:17](=[CH:16][CH:15]=[CH:14][CH:13]=3)[C:9]([CH:8]=[C:4]3[S:3][C:2](=[O:1])[NH:6][C:5]3=[O:7])=[CH:10]2)=[CH:47][CH:46]=1, predict the reactants needed to synthesize it. The reactants are: [O:1]=[C:2]1[NH:6][C:5](=[O:7])[C:4](=[CH:8][C:9]2[C:17]3[C:12](=[CH:13][CH:14]=[CH:15][CH:16]=3)[N:11]([CH2:18][C:19]([OH:21])=O)[CH:10]=2)[S:3]1.Cl.C(N=C=NCCCN(C)C)C.ON1C2C=CC=CC=2N=N1.[Cl:44][C:45]1[CH:52]=[CH:51][C:48]([CH2:49][NH2:50])=[CH:47][CH:46]=1.CCN(C(C)C)C(C)C.